This data is from Reaction yield outcomes from USPTO patents with 853,638 reactions. The task is: Predict the reaction yield, written as a fraction of the theoretical maximum amount of product (1.0 means a 100% yield; for example, 0.34 means a 34% yield). (1) The reactants are [OH:1][CH:2]1[CH2:5][NH:4][CH2:3]1.C[O:7][C:8]([C:10]1[C:14]([NH:15][C:16]([C:18]2[C:23]([NH:24][C:25]3[CH:26]=[N:27][CH:28]=[N:29][CH:30]=3)=[CH:22][CH:21]=[C:20]([CH:31]3[CH2:33][CH2:32]3)[N:19]=2)=[O:17])=[CH:13][N:12]([CH3:34])[N:11]=1)=O. No catalyst specified. The product is [OH:1][CH:2]1[CH2:5][N:4]([C:8]([C:10]2[C:14]([NH:15][C:16]([C:18]3[C:23]([NH:24][C:25]4[CH:26]=[N:27][CH:28]=[N:29][CH:30]=4)=[CH:22][CH:21]=[C:20]([CH:31]4[CH2:33][CH2:32]4)[N:19]=3)=[O:17])=[CH:13][N:12]([CH3:34])[N:11]=2)=[O:7])[CH2:3]1. The yield is 0.130. (2) The reactants are Br[C:2]1[CH:3]=[C:4]([NH:10][C:11]2[CH:16]=[CH:15][C:14]([CH:17]3[CH2:22][CH2:21][N:20]([CH3:23])[CH2:19][CH2:18]3)=[CH:13][N:12]=2)[C:5](=[O:9])[N:6]([CH3:8])[CH:7]=1.[C:24]([O:27][CH2:28][C:29]1[C:30]([N:44]2[CH2:56][CH2:55][N:47]3[C:48]4[CH2:49][CH2:50][CH2:51][CH2:52][C:53]=4[CH:54]=[C:46]3[C:45]2=[O:57])=[N:31][CH:32]=[CH:33][C:34]=1B1OC(C)(C)C(C)(C)O1)(=[O:26])[CH3:25].[O-]P([O-])([O-])=O.[K+].[K+].[K+].O.O.O.[C:69]([O-])(=O)C.[Na+]. The catalyst is C1C=CC(P(C2C=CC=CC=2)[C-]2C=CC=C2)=CC=1.C1C=CC(P(C2C=CC=CC=2)[C-]2C=CC=C2)=CC=1.Cl[Pd]Cl.[Fe+2].C(#N)C.O. The product is [C:24]([O:27][CH2:28][C:29]1[C:30]([N:44]2[CH2:56][CH2:55][N:47]3[C:48]4[CH2:49][CH2:50][CH2:51][CH2:52][C:53]=4[CH:54]=[C:46]3[C:45]2=[O:57])=[N:31][CH:32]=[CH:33][C:34]=1[C:2]1[CH:3]=[C:4]([NH:10][C:11]2[CH:16]=[CH:15][C:14]([CH:17]3[CH2:22][CH2:21][N:20]([CH3:23])[CH2:19][CH2:18]3)=[CH:13][N:12]=2)[C:5](=[O:9])[N:6]([CH2:8][CH3:69])[CH:7]=1)(=[O:26])[CH3:25]. The yield is 0.550.